Dataset: Forward reaction prediction with 1.9M reactions from USPTO patents (1976-2016). Task: Predict the product of the given reaction. (1) Given the reactants [CH2:1]([O:8][C:9]([NH:11][NH:12][C:13]([C@@H:15]1[CH2:19][CH2:18][CH2:17][N:16]1[C:20]([O:22][C:23]([CH3:26])([CH3:25])[CH3:24])=[O:21])=[O:14])=[O:10])[C:2]1[CH:7]=[CH:6][CH:5]=[CH:4][CH:3]=1.C[OH:28], predict the reaction product. The product is: [CH2:1]([O:8][C:9]([NH:11][NH:12][C:13]([C@@H:15]1[CH2:19][CH2:18][C:17](=[O:28])[N:16]1[C:20]([O:22][C:23]([CH3:26])([CH3:25])[CH3:24])=[O:21])=[O:14])=[O:10])[C:2]1[CH:7]=[CH:6][CH:5]=[CH:4][CH:3]=1. (2) Given the reactants Cl.[CH3:2][C:3]1[N:7]([C@@H:8]2[CH2:12][CH2:11][C@H:10]([NH2:13])[CH2:9]2)[C:6]2[CH:14]=[CH:15][C:16]([CH3:18])=[CH:17][C:5]=2[N:4]=1.[Br:19][C:20]1[CH:21]=[C:22]2[C:26](=[CH:27][CH:28]=1)[CH2:25][C@H:24]([CH:29]=O)[CH2:23]2, predict the reaction product. The product is: [Br:19][C:20]1[CH:21]=[C:22]2[C:26](=[CH:27][CH:28]=1)[CH2:25][C@H:24]([CH2:29][NH:13][C@H:10]1[CH2:11][CH2:12][C@@H:8]([N:7]3[C:6]4[CH:14]=[CH:15][C:16]([CH3:18])=[CH:17][C:5]=4[N:4]=[C:3]3[CH3:2])[CH2:9]1)[CH2:23]2. (3) Given the reactants [C:1]([C:3]1[CH:8]=[CH:7][C:6]([C:9]2[CH:10]=[N:11][N:12]([C:15]3[CH:23]=[CH:22][C:18]([C:19]([OH:21])=O)=[CH:17][N:16]=3)[C:13]=2[OH:14])=[CH:5][CH:4]=1)#[N:2].CCN=C=NCCCN(C)C.C1C=C2N=NN(O)C2=CC=1.O.CCN(C(C)C)C(C)C.[CH3:55][O:56][CH2:57][C:58]1([NH2:63])[CH2:62][CH2:61][CH2:60][CH2:59]1, predict the reaction product. The product is: [C:1]([C:3]1[CH:8]=[CH:7][C:6]([C:9]2[CH:10]=[N:11][N:12]([C:15]3[CH:23]=[CH:22][C:18]([C:19]([NH:63][C:58]4([CH2:57][O:56][CH3:55])[CH2:62][CH2:61][CH2:60][CH2:59]4)=[O:21])=[CH:17][N:16]=3)[C:13]=2[OH:14])=[CH:5][CH:4]=1)#[N:2]. (4) Given the reactants [C:1]([O:5][CH2:6][CH2:7][N:8]1[CH2:13][CH2:12][CH:11]([O:14][C:15]2[CH:24]=[C:23]([O:25][CH2:26][CH2:27][CH2:28][N:29]3[CH2:34][CH2:33][N:32]([CH3:35])[CH2:31][CH2:30]3)[CH:22]=[C:21]3[C:16]=2[C:17](=O)[NH:18][CH:19]=[N:20]3)[CH2:10][CH2:9]1)([CH3:4])([CH3:3])[CH3:2].C1(P(C2C=CC=CC=2)C2C=CC=CC=2)C=CC=CC=1.C(Cl)(Cl)(Cl)Cl.[NH2:61][C:62]1[CH:66]=[C:65]([CH2:67][C:68]([OH:70])=[O:69])[NH:64][N:63]=1, predict the reaction product. The product is: [C:1]([O:5][CH2:6][CH2:7][N:8]1[CH2:13][CH2:12][CH:11]([O:14][C:15]2[CH:24]=[C:23]([O:25][CH2:26][CH2:27][CH2:28][N:29]3[CH2:34][CH2:33][N:32]([CH3:35])[CH2:31][CH2:30]3)[CH:22]=[C:21]3[C:16]=2[C:17]([NH:61][C:62]2[CH:66]=[C:65]([CH2:67][C:68]([OH:70])=[O:69])[NH:64][N:63]=2)=[N:18][CH:19]=[N:20]3)[CH2:10][CH2:9]1)([CH3:2])([CH3:3])[CH3:4]. (5) Given the reactants [H-].[Na+].[C:3]([O:7][C:8]([N:10]1[CH2:14][CH2:13][C@@H:12]([OH:15])[CH2:11]1)=[O:9])([CH3:6])([CH3:5])[CH3:4].[CH3:16]I.O, predict the reaction product. The product is: [CH3:16][O:15][C@@H:12]1[CH2:13][CH2:14][N:10]([C:8]([O:7][C:3]([CH3:6])([CH3:4])[CH3:5])=[O:9])[CH2:11]1.